Dataset: Peptide-MHC class II binding affinity with 134,281 pairs from IEDB. Task: Regression. Given a peptide amino acid sequence and an MHC pseudo amino acid sequence, predict their binding affinity value. This is MHC class II binding data. The peptide sequence is EQEILNYMSPHHKKL. The MHC is DRB4_0103 with pseudo-sequence DRB4_0103. The binding affinity (normalized) is 0.692.